Dataset: Forward reaction prediction with 1.9M reactions from USPTO patents (1976-2016). Task: Predict the product of the given reaction. (1) Given the reactants [CH3:1][C:2]1([CH3:21])[NH:6][C:5](=[O:7])[N:4]([C:8]([C:10]2[C:19]3[C:14](=[CH:15][CH:16]=[CH:17][CH:18]=3)[CH:13]=[CH:12][CH:11]=2)=[O:9])[C:3]1=[O:20].[H-].[Na+].[C:24]([C:26]1[CH:33]=[CH:32][C:29]([CH2:30]Br)=[CH:28][CH:27]=1)#[N:25].C(OCC)(=O)C, predict the reaction product. The product is: [CH3:1][C:2]1([CH3:21])[N:6]([CH2:30][C:29]2[CH:32]=[CH:33][C:26]([C:24]#[N:25])=[CH:27][CH:28]=2)[C:5](=[O:7])[N:4]([C:8]([C:10]2[C:19]3[C:14](=[CH:15][CH:16]=[CH:17][CH:18]=3)[CH:13]=[CH:12][CH:11]=2)=[O:9])[C:3]1=[O:20]. (2) Given the reactants Br[C:2]1[C:3]([O:18][CH3:19])=[C:4]([C:14]([O:16][CH3:17])=[O:15])[S:5][C:6]=1[C:7]1[CH:12]=[CH:11][CH:10]=[CH:9][C:8]=1[Cl:13].[Cl:20][C:21]1[CH:26]=[CH:25][C:24](B(O)O)=[CH:23][CH:22]=1.C(=O)([O-])[O-].[Na+].[Na+], predict the reaction product. The product is: [Cl:13][C:8]1[CH:9]=[CH:10][CH:11]=[CH:12][C:7]=1[C:6]1[S:5][C:4]([C:14]([O:16][CH3:17])=[O:15])=[C:3]([O:18][CH3:19])[C:2]=1[C:24]1[CH:25]=[CH:26][C:21]([Cl:20])=[CH:22][CH:23]=1. (3) Given the reactants [Cl:1][C:2]1[C:15]([C:16]2[NH:20][C:19](=[O:21])[N:18]([C:22]3[CH:27]=[CH:26][C:25]([C:28]([F:31])([F:30])[F:29])=[CH:24][CH:23]=3)[N:17]=2)=[CH:14][C:5]([CH2:6][NH:7]C(=O)C(F)(F)F)=[C:4]([O:32][CH3:33])[CH:3]=1.O.[OH-].[K+], predict the reaction product. The product is: [NH2:7][CH2:6][C:5]1[C:4]([O:32][CH3:33])=[CH:3][C:2]([Cl:1])=[C:15]([C:16]2[NH:20][C:19](=[O:21])[N:18]([C:22]3[CH:23]=[CH:24][C:25]([C:28]([F:31])([F:29])[F:30])=[CH:26][CH:27]=3)[N:17]=2)[CH:14]=1. (4) Given the reactants [N-:1]=[N+:2]=[N-:3].[Na+].Br[CH2:6][CH2:7][CH2:8][CH2:9][CH2:10][CH2:11][CH2:12][CH2:13][CH2:14][CH2:15][OH:16].C(=O)([O-])O.[Na+], predict the reaction product. The product is: [N:1]([CH2:6][CH2:7][CH2:8][CH2:9][CH2:10][CH2:11][CH2:12][CH2:13][CH2:14][CH2:15][OH:16])=[N+:2]=[N-:3]. (5) Given the reactants [OH:1][CH2:2][CH2:3][CH:4]1[CH2:9][CH2:8][CH2:7][CH2:6][N:5]1[C:10]([O:12][C:13]([CH3:16])([CH3:15])[CH3:14])=[O:11].C(N(CC)CC)C.[CH3:24][S:25](Cl)(=[O:27])=[O:26].C(=O)([O-])O.[Na+], predict the reaction product. The product is: [CH3:24][S:25]([O:1][CH2:2][CH2:3][CH:4]1[CH2:9][CH2:8][CH2:7][CH2:6][N:5]1[C:10]([O:12][C:13]([CH3:16])([CH3:15])[CH3:14])=[O:11])(=[O:27])=[O:26]. (6) Given the reactants [H-].[Na+].[CH3:3][O:4][C:5](=[O:17])[CH2:6][C:7]1[CH:12]=[CH:11][C:10]([S:13]([CH3:16])(=[O:15])=[O:14])=[CH:9][CH:8]=1.[F:18][C:19]1[CH:20]=[C:21]([CH:24]=[CH:25][CH:26]=1)[CH2:22]Br, predict the reaction product. The product is: [CH3:3][O:4][C:5](=[O:17])[CH:6]([C:7]1[CH:8]=[CH:9][C:10]([S:13]([CH3:16])(=[O:14])=[O:15])=[CH:11][CH:12]=1)[CH2:22][C:21]1[CH:24]=[CH:25][CH:26]=[C:19]([F:18])[CH:20]=1. (7) Given the reactants [OH:1][C:2]1[CH:10]=[CH:9][C:8]([O:11][CH3:12])=[CH:7][C:3]=1[CH:4]=[N:5][OH:6].N1C=CC=CC=1.[Cl:19]N1C(=O)CCC1=O, predict the reaction product. The product is: [Cl:19][O:6][N:5]=[CH:4][C:3]1[CH:7]=[C:8]([O:11][CH3:12])[CH:9]=[CH:10][C:2]=1[OH:1].